Dataset: Forward reaction prediction with 1.9M reactions from USPTO patents (1976-2016). Task: Predict the product of the given reaction. (1) Given the reactants [CH2:1]([O:3][P:4]([CH:6]([NH:10][C:11]([O:13][CH2:14][C:15]1[CH:20]=[CH:19][CH:18]=[CH:17][CH:16]=1)=[O:12])[CH:7]([CH3:9])[CH3:8])[OH:5])[CH3:2].CCN(C(C)C)C(C)C.[CH3:30][O:31][C:32](=[O:50])[C:33]([C:35]1[CH:40]=[CH:39][CH:38]=[C:37]([CH2:41][NH:42][C:43]([O:45][C:46]([CH3:49])([CH3:48])[CH3:47])=[O:44])[CH:36]=1)=[CH2:34], predict the reaction product. The product is: [CH3:30][O:31][C:32](=[O:50])[CH:33]([C:35]1[CH:40]=[CH:39][CH:38]=[C:37]([CH2:41][NH:42][C:43]([O:45][C:46]([CH3:49])([CH3:48])[CH3:47])=[O:44])[CH:36]=1)[CH2:34][P:4]([CH:6]([NH:10][C:11]([O:13][CH2:14][C:15]1[CH:16]=[CH:17][CH:18]=[CH:19][CH:20]=1)=[O:12])[CH:7]([CH3:9])[CH3:8])([O:3][CH2:1][CH3:2])=[O:5]. (2) Given the reactants [Cl:1][C:2]1[S:17][C:5]2[O:6][C:7]3[CH:15]=[C:14]([CH3:16])[CH:13]=[CH:12][C:8]=3[N:9]=[C:10](Cl)[C:4]=2[CH:3]=1.C(=O)([O-])[O-].[K+].[K+].Cl.Cl.[CH3:26][C:27]([CH3:39])([CH2:32][N:33]1[CH2:38][CH2:37][NH:36][CH2:35][CH2:34]1)[C:28]([O:30][CH3:31])=[O:29], predict the reaction product. The product is: [Cl:1][C:2]1[S:17][C:5]2[O:6][C:7]3[CH:15]=[C:14]([CH3:16])[CH:13]=[CH:12][C:8]=3[N:9]=[C:10]([N:36]3[CH2:35][CH2:34][N:33]([CH2:32][C:27]([CH3:39])([CH3:26])[C:28]([O:30][CH3:31])=[O:29])[CH2:38][CH2:37]3)[C:4]=2[CH:3]=1. (3) Given the reactants [F:1][C:2]([F:14])([F:13])[C:3]1[CH:8]=[CH:7][CH:6]=[CH:5][C:4]=1[CH2:9][C:10]([OH:12])=O.[Cl:15][C:16]1[CH:17]=[C:18]2[C:27](=[C:28]([Cl:30])[CH:29]=1)[C:21]1([CH2:26][CH2:25][NH:24][CH2:23][CH2:22]1)[NH:20][C:19]2=[O:31], predict the reaction product. The product is: [Cl:15][C:16]1[CH:17]=[C:18]2[C:27](=[C:28]([Cl:30])[CH:29]=1)[C:21]1([CH2:26][CH2:25][N:24]([C:10](=[O:12])[CH2:9][C:4]3[CH:5]=[CH:6][CH:7]=[CH:8][C:3]=3[C:2]([F:1])([F:14])[F:13])[CH2:23][CH2:22]1)[NH:20][C:19]2=[O:31]. (4) Given the reactants C([O:5][C:6](=[O:46])[C:7]([O:10]/[N:11]=[C:12](/[C:33]1[N:34]=[C:35]([NH:38]C(OC(C)(C)C)=O)[S:36][CH:37]=1)\[C:13]([NH:15][C@@H:16]1[C:19](=[O:20])[N:18]([S:21]([OH:24])(=[O:23])=[O:22])[C@@H:17]1[CH2:25][N:26]1[CH2:30][C@@H:29]([CH3:31])[O:28][C:27]1=[O:32])=[O:14])([CH3:9])[CH3:8])(C)(C)C.C(O)(C(F)(F)F)=O, predict the reaction product. The product is: [NH2:38][C:35]1[S:36][CH:37]=[C:33](/[C:12](=[N:11]/[O:10][C:7]([CH3:8])([CH3:9])[C:6]([OH:46])=[O:5])/[C:13]([NH:15][C@@H:16]2[C:19](=[O:20])[N:18]([S:21]([OH:24])(=[O:23])=[O:22])[C@@H:17]2[CH2:25][N:26]2[CH2:30][C@@H:29]([CH3:31])[O:28][C:27]2=[O:32])=[O:14])[N:34]=1.